Dataset: Experimentally validated miRNA-target interactions with 360,000+ pairs, plus equal number of negative samples. Task: Binary Classification. Given a miRNA mature sequence and a target amino acid sequence, predict their likelihood of interaction. (1) The miRNA is hsa-miR-6084 with sequence UUCCGCCAGUCGGUGGCCGG. The protein sequence of the target gene is MEASPGDEFEHSPQERDGPEIKEEEQLAPTLQVGNTSLKPDGIQCWDDLWDRREGLGKRQPRDPVPRILGEPRWGQGSNDRAAVCGECGKSFRQMSDLVKHQRTHTGEKPYKCGVCGKGFGDSSARIKHQRTHTGEKAYRVRPPAPGPPKMPRSRIPAGERPTICGECGKSFRQSSDLVKHQRTHTGEKPYKCGICGKGFGDSSARIKHQRTHRGDQLPRPVVPRRQPSPAAPAAPHRPKAQDKPYICTDCGKRFVLSCSLLSHQRSHLGPKPFGCDVCGKEFARGSDLVKHLRVHTGEK.... Result: 0 (no interaction). (2) The miRNA is mmu-miR-298-5p with sequence GGCAGAGGAGGGCUGUUCUUCCC. The protein sequence of the target gene is MMRLRGSAMLRELLLRPPAAVGAVLRRAQPLGTLCRRPRGGSRPTAGLVAAARLHPWWGGGGRAKGPGAGGLSSSPSEILQELGKGGTPPQQQQQQQQQPGASPPAAPGPKDSPGETDAFGNSEGKEMVAAGDNKIKQGLLPSLEDLLFYTIAEGQEKIPVHKFITALKSTGLRTSDPRLKECMDMLRLTLQTTSDGVMLDKDLFKKCVQSNIVLLTQAFRRKFVIPDFMSFTSHIDELYESAKKQSGGKVADYIPQLAKFSPDLWGVSVCTVDGQRHSIGDTKVPFCLQSCVKPLKYAI.... Result: 1 (interaction).